Dataset: Full USPTO retrosynthesis dataset with 1.9M reactions from patents (1976-2016). Task: Predict the reactants needed to synthesize the given product. (1) Given the product [Br:1][C:2]1[CH:3]=[N:4][C:5]2[N:6]([N:8]=[C:9]([C:11]([N:13]3[CH2:18][CH2:17][C:16]4[N:19]([C:23](=[O:25])[CH3:24])[CH:20]=[CH:21][C:15]=4[CH:14]3[CH3:22])=[O:12])[CH:10]=2)[CH:7]=1, predict the reactants needed to synthesize it. The reactants are: [Br:1][C:2]1[CH:3]=[N:4][C:5]2[N:6]([N:8]=[C:9]([C:11]([N:13]3[CH2:18][CH2:17][C:16]4[NH:19][CH:20]=[CH:21][C:15]=4[CH:14]3[CH3:22])=[O:12])[CH:10]=2)[CH:7]=1.[C:23](O)(=[O:25])[CH3:24]. (2) The reactants are: [CH3:1][O:2][C:3]1[CH:4]=[C:5](B(O)O)[CH:6]=[CH:7][CH:8]=1.[CH3:12][CH2:13]/[CH:14]=[C:15](/[CH:17]=[O:18])\[CH3:16].CO.[OH-].[K+]. Given the product [CH3:1][O:2][C:3]1[CH:4]=[C:5]([C@@H:14]([CH2:13][CH3:12])[C@H:15]([CH3:16])[CH:17]=[O:18])[CH:6]=[CH:7][CH:8]=1, predict the reactants needed to synthesize it.